From a dataset of Full USPTO retrosynthesis dataset with 1.9M reactions from patents (1976-2016). Predict the reactants needed to synthesize the given product. (1) The reactants are: [CH3:1][O:2][CH2:3][CH2:4][O:5][C:6]1[CH:11]=[CH:10][C:9]([N+:12]([O-])=O)=[C:8]([N+:15]([O-])=O)[CH:7]=1.[O:18]1[CH2:23][CH2:22][N:21]([C:24]2[CH:29]=[CH:28][C:27]([NH:30][C:31]([C:33]3[CH:40]=[CH:39][C:36]([CH:37]=O)=[CH:35][CH:34]=3)=[O:32])=[CH:26][CH:25]=2)[CH2:20][CH2:19]1. Given the product [CH3:1][O:2][CH2:3][CH2:4][O:5][C:6]1[CH:11]=[CH:10][C:9]2[N:12]=[C:37]([C:36]3[CH:35]=[CH:34][C:33]([C:31]([NH:30][C:27]4[CH:26]=[CH:25][C:24]([N:21]5[CH2:20][CH2:19][O:18][CH2:23][CH2:22]5)=[CH:29][CH:28]=4)=[O:32])=[CH:40][CH:39]=3)[NH:15][C:8]=2[CH:7]=1, predict the reactants needed to synthesize it. (2) Given the product [C:1]([O:5][C:6](=[O:47])[N:7]([C@H:9]([C:11](=[O:46])[NH:12][C@@H:13]1[C:19](=[O:20])[N:18]([CH2:21][C:22]2[C:31]3[C:26](=[CH:27][CH:28]=[CH:29][CH:30]=3)[CH:25]=[CH:24][C:23]=2[CH3:32])[C:17]2[CH:33]=[CH:34][CH:35]=[CH:36][C:16]=2[N:15]([C:37](=[O:45])[C:38]2[CH:43]=[CH:42][CH:41]=[CH:40][C:39]=2[C:55]([O:57][CH2:58][CH3:59])=[CH2:56])[CH2:14]1)[CH3:10])[CH3:8])([CH3:4])([CH3:3])[CH3:2], predict the reactants needed to synthesize it. The reactants are: [C:1]([O:5][C:6](=[O:47])[N:7]([C@H:9]([C:11](=[O:46])[NH:12][C@@H:13]1[C:19](=[O:20])[N:18]([CH2:21][C:22]2[C:31]3[C:26](=[CH:27][CH:28]=[CH:29][CH:30]=3)[CH:25]=[CH:24][C:23]=2[CH3:32])[C:17]2[CH:33]=[CH:34][CH:35]=[CH:36][C:16]=2[N:15]([C:37](=[O:45])[C:38]2[CH:43]=[CH:42][CH:41]=[CH:40][C:39]=2Br)[CH2:14]1)[CH3:10])[CH3:8])([CH3:4])([CH3:3])[CH3:2].N#N.C([Sn](CCCC)(CCCC)[C:55]([O:57][CH2:58][CH3:59])=[CH2:56])CCC. (3) Given the product [I:18][C:17]1[CH:16]=[N:15][N:5]2[CH:6]=[C:7]([C:9]3[CH:10]=[N:11][N:12]([CH3:14])[CH:13]=3)[CH:8]=[C:3]([O:2][CH3:1])[C:4]=12, predict the reactants needed to synthesize it. The reactants are: [CH3:1][O:2][C:3]1[C:4]2[N:5]([N:15]=[CH:16][CH:17]=2)[CH:6]=[C:7]([C:9]2[CH:10]=[N:11][N:12]([CH3:14])[CH:13]=2)[CH:8]=1.[I:18]N1C(=O)CCC1=O. (4) Given the product [CH3:1][C:2]1[CH:3]=[C:4]([CH:14]([OH:16])[CH3:15])[CH:5]=[N:6][C:7]=1[O:8][CH2:9][C:10]([F:13])([F:11])[F:12], predict the reactants needed to synthesize it. The reactants are: [CH3:1][C:2]1[CH:3]=[C:4]([C:14](=[O:16])[CH3:15])[CH:5]=[N:6][C:7]=1[O:8][CH2:9][C:10]([F:13])([F:12])[F:11].[BH4-].[Na+]. (5) Given the product [Cl:2][C:3]1[CH:8]=[C:7]([O:9][C:10]2[C:11]([CH3:31])=[N:12][C:13]([NH:16][NH2:17])=[CH:14][CH:15]=2)[CH:6]=[CH:5][N:4]=1, predict the reactants needed to synthesize it. The reactants are: Cl.[Cl:2][C:3]1[CH:8]=[C:7]([O:9][C:10]2[C:11]([CH3:31])=[N:12][C:13]([NH:16][N:17]=C(C3C=CC=CC=3)C3C=CC=CC=3)=[CH:14][CH:15]=2)[CH:6]=[CH:5][N:4]=1. (6) Given the product [CH2:1]([C:4]1[CH:9]=[CH:8][C:7]([O:10][C:11](=[O:14])[CH2:12][NH:13][C:23]([C:19]2[CH:20]=[N:21][CH:22]=[CH:17][CH:18]=2)=[O:24])=[C:6]([O:15][CH3:16])[CH:5]=1)[CH:2]=[CH2:3], predict the reactants needed to synthesize it. The reactants are: [CH2:1]([C:4]1[CH:9]=[CH:8][C:7]([O:10][C:11](=[O:14])[CH2:12][NH2:13])=[C:6]([O:15][CH3:16])[CH:5]=1)[CH:2]=[CH2:3].[CH:17]1[CH:22]=[N:21][CH:20]=[C:19]([C:23](O)=[O:24])[CH:18]=1.CN1CCOCC1.CCN=C=NCCCN(C)C.Cl. (7) Given the product [CH3:1][O:2][C:3]1[CH:4]=[C:5]2[C:10](=[C:11]([N:13]3[CH2:14][CH2:15][N:16]([CH:19]4[CH2:24][CH2:23][N:22]([CH2:26][C:27]5[CH:28]=[CH:29][CH:30]=[C:31]6[C:36]=5[N:35]=[CH:34][CH:33]=[CH:32]6)[CH2:21][CH2:20]4)[CH2:17][CH2:18]3)[CH:12]=1)[N:9]=[CH:8][CH:7]=[CH:6]2, predict the reactants needed to synthesize it. The reactants are: [CH3:1][O:2][C:3]1[CH:4]=[C:5]2[C:10](=[C:11]([N:13]3[CH2:18][CH2:17][N:16]([CH:19]4[CH2:24][CH2:23][NH:22][CH2:21][CH2:20]4)[CH2:15][CH2:14]3)[CH:12]=1)[N:9]=[CH:8][CH:7]=[CH:6]2.Br[CH2:26][C:27]1[CH:28]=[CH:29][CH:30]=[C:31]2[C:36]=1[N:35]=[CH:34][CH:33]=[CH:32]2.C([O-])([O-])=O.[K+].[K+].